Dataset: Forward reaction prediction with 1.9M reactions from USPTO patents (1976-2016). Task: Predict the product of the given reaction. (1) Given the reactants Br[C:2]1[CH:14]=[CH:13][C:5]2[S:6][C:7]([C:9]([O:11][CH3:12])=[O:10])=[CH:8][C:4]=2[CH:3]=1.[C:15]1(B(O)O)[CH:20]=[CH:19][CH:18]=[CH:17][CH:16]=1.[Cl-].[Li+].C(=O)([O-])[O-].[Na+].[Na+], predict the reaction product. The product is: [C:15]1([C:2]2[CH:14]=[CH:13][C:5]3[S:6][C:7]([C:9]([O:11][CH3:12])=[O:10])=[CH:8][C:4]=3[CH:3]=2)[CH:20]=[CH:19][CH:18]=[CH:17][CH:16]=1. (2) Given the reactants [Cl:1][C:2]1[CH:31]=[CH:30][C:5]2[NH:6][C:7](=[O:29])[CH:8]([CH2:18][C:19]3[CH:28]=[CH:27][C:26]4[C:21](=[CH:22][CH:23]=[CH:24][CH:25]=4)[CH:20]=3)[N:9]=[C:10]([N:11]3[CH2:16][CH2:15][C:14](=[O:17])[CH2:13][CH2:12]3)[C:4]=2[CH:3]=1.[CH3:32][O:33][C:34]1[CH:39]=[CH:38][C:37]([Mg]Br)=[CH:36][CH:35]=1, predict the reaction product. The product is: [Cl:1][C:2]1[CH:31]=[CH:30][C:5]2[NH:6][C:7](=[O:29])[CH:8]([CH2:18][C:19]3[CH:28]=[CH:27][C:26]4[C:21](=[CH:22][CH:23]=[CH:24][CH:25]=4)[CH:20]=3)[N:9]=[C:10]([N:11]3[CH2:12][CH2:13][C:14]([OH:17])([C:37]4[CH:38]=[CH:39][C:34]([O:33][CH3:32])=[CH:35][CH:36]=4)[CH2:15][CH2:16]3)[C:4]=2[CH:3]=1. (3) Given the reactants Br[C:2]1[CH:7]=[CH:6][C:5]([O:8][CH3:9])=[C:4]([CH2:10][CH2:11][CH2:12][CH2:13][O:14][CH3:15])[CH:3]=1.C([Li])CCC.CCCCCC.CN([CH:30]=[O:31])C, predict the reaction product. The product is: [CH3:9][O:8][C:5]1[CH:6]=[CH:7][C:2]([CH:30]=[O:31])=[CH:3][C:4]=1[CH2:10][CH2:11][CH2:12][CH2:13][O:14][CH3:15]. (4) Given the reactants [CH2:1]([O:8][N:9]=[CH:10][C:11]1([C:17]([OH:19])=[O:18])[CH2:16][CH2:15][CH2:14][CH2:13][CH2:12]1)[C:2]1[CH:7]=[CH:6][CH:5]=[CH:4][CH:3]=1.CN(C1C=CC(N=NC2C=CC(S(O)(=O)=O)=CC=2)=CC=1)C.Cl.CCC1(CC)C(=O)NC(=O)OC1.C([BH3-])#N.[Na+], predict the reaction product. The product is: [CH2:1]([O:8][NH:9][CH2:10][C:11]1([C:17]([OH:19])=[O:18])[CH2:16][CH2:15][CH2:14][CH2:13][CH2:12]1)[C:2]1[CH:7]=[CH:6][CH:5]=[CH:4][CH:3]=1. (5) Given the reactants [C:1]1([CH:7]([CH2:11][CH3:12])[C:8](Cl)=[O:9])[CH:6]=[CH:5][CH:4]=[CH:3][CH:2]=1.[Al+3].[Cl-].[Cl-].[Cl-].O.[C:18]1([O:24][CH3:25])[CH:23]=[CH:22][CH:21]=[CH:20][CH:19]=1, predict the reaction product. The product is: [CH3:25][O:24][C:18]1[CH:23]=[CH:22][C:21]([C:8](=[O:9])[CH:7]([C:1]2[CH:6]=[CH:5][CH:4]=[CH:3][CH:2]=2)[CH2:11][CH3:12])=[CH:20][CH:19]=1.